Dataset: Reaction yield outcomes from USPTO patents with 853,638 reactions. Task: Predict the reaction yield, written as a fraction of the theoretical maximum amount of product (1.0 means a 100% yield; for example, 0.34 means a 34% yield). The reactants are [C:1]([C:3]1[C:4]([C:20]([F:23])([F:22])[F:21])=[C:5]2[C:9](=[CH:10][CH:11]=1)[N:8]([CH2:12][C:13](=[NH:16])[NH:14][OH:15])[C:7]([CH2:17][CH2:18][CH3:19])=[CH:6]2)#[N:2].Cl.[Cl:25][C:26]1[CH:31]=[CH:30][N:29]=[CH:28][C:27]=1[C:32](Cl)=O.C(N(CC)CC)C. The catalyst is C(#N)C. The product is [Cl:25][C:26]1[CH:31]=[CH:30][N:29]=[CH:28][C:27]=1[C:32]1[O:15][N:14]=[C:13]([CH2:12][N:8]2[C:9]3[C:5](=[C:4]([C:20]([F:22])([F:23])[F:21])[C:3]([C:1]#[N:2])=[CH:11][CH:10]=3)[CH:6]=[C:7]2[CH2:17][CH2:18][CH3:19])[N:16]=1. The yield is 0.110.